This data is from Catalyst prediction with 721,799 reactions and 888 catalyst types from USPTO. The task is: Predict which catalyst facilitates the given reaction. (1) Reactant: [Br:1][C:2]1[CH:3]=[C:4]([C:17](=[O:22])C(Cl)(Cl)Cl)[N:5]([CH2:7][C:8]([C:10]2[CH:15]=[N:14][C:13]([CH3:16])=[CH:12][N:11]=2)=[O:9])[CH:6]=1.[OH-:23].[Na+].Cl.[CH3:26]O. Product: [Br:1][C:2]1[CH:3]=[C:4]([C:17]([O:22][CH3:26])=[O:23])[N:5]([CH2:7][C:8]([C:10]2[CH:15]=[N:14][C:13]([CH3:16])=[CH:12][N:11]=2)=[O:9])[CH:6]=1. The catalyst class is: 6. (2) Reactant: C(O)C.[Cl-].[NH4+].[CH3:6][C:7]1[CH:12]=[C:11]([CH3:13])[CH:10]=[CH:9][C:8]=1[N:14]1[CH2:19][CH2:18][N:17]([C:20]([C:22]2[CH:27]=[CH:26][C:25]([N+:28]([O-])=O)=[CH:24][C:23]=2[CH3:31])=[O:21])[CH2:16][CH2:15]1. Product: [NH2:28][C:25]1[CH:26]=[CH:27][C:22]([C:20]([N:17]2[CH2:16][CH2:15][N:14]([C:8]3[CH:9]=[CH:10][C:11]([CH3:13])=[CH:12][C:7]=3[CH3:6])[CH2:19][CH2:18]2)=[O:21])=[C:23]([CH3:31])[CH:24]=1. The catalyst class is: 150. (3) Reactant: I[C:2]1[CH:3]=[C:4]([CH:8]=[CH:9][CH:10]=1)[C:5]([NH2:7])=[O:6].C1(P(C2C=CC=CC=2)C2C=CC=CC=2)C=CC=CC=1.C(N(CC)CC)C.[Si:37]([C:41]#[CH:42])([CH3:40])([CH3:39])[CH3:38]. Product: [CH3:38][Si:37]([C:41]#[C:42][C:2]1[CH:3]=[C:4]([CH:8]=[CH:9][CH:10]=1)[C:5]([NH2:7])=[O:6])([CH3:40])[CH3:39]. The catalyst class is: 516. (4) Reactant: [Cl-].O[NH3+:3].[C:4](=[O:7])([O-])[OH:5].[Na+].CS(C)=O.[Si]([O:20][CH2:21][C:22]([CH3:58])([CH3:57])[O:23][C:24]1[CH:29]=[CH:28][C:27]([N:30]2[C:35](=[O:36])[C:34]([CH2:37][C:38]3[CH:43]=[CH:42][C:41]([C:44]4[C:45]([C:50]#[N:51])=[CH:46][CH:47]=[CH:48][CH:49]=4)=[CH:40][CH:39]=3)=[C:33]([CH2:52][CH2:53][CH3:54])[N:32]=[C:31]2[CH2:55][CH3:56])=[CH:26][CH:25]=1)(C(C)(C)C)(C)C. Product: [CH2:55]([C:31]1[N:30]([C:27]2[CH:26]=[CH:25][C:24]([O:23][C:22]([CH3:57])([CH3:58])[CH2:21][OH:20])=[CH:29][CH:28]=2)[C:35](=[O:36])[C:34]([CH2:37][C:38]2[CH:43]=[CH:42][C:41]([C:44]3[CH:49]=[CH:48][CH:47]=[CH:46][C:45]=3[C:50]3[NH:3][C:4](=[O:7])[O:5][N:51]=3)=[CH:40][CH:39]=2)=[C:33]([CH2:52][CH2:53][CH3:54])[N:32]=1)[CH3:56]. The catalyst class is: 6. (5) Reactant: FC(F)(F)C(O)=O.[F:8][C:9]1[CH:40]=[CH:39][C:12]([C:13]([N:15]2[CH2:20][CH2:19][C:18]([CH2:22][N:23]3[C:28](=[O:29])[C:27]4[CH:30]=[CH:31][N:32]([CH:33]5[CH2:38][CH2:37][NH:36][CH2:35][CH2:34]5)[C:26]=4[N:25]=[CH:24]3)([OH:21])[CH2:17][CH2:16]2)=[O:14])=[CH:11][CH:10]=1.C(N(CC)CC)C.[CH3:48][NH:49][C:50](Cl)=[O:51]. Product: [F:8][C:9]1[CH:40]=[CH:39][C:12]([C:13]([N:15]2[CH2:16][CH2:17][C:18]([CH2:22][N:23]3[C:28](=[O:29])[C:27]4[CH:30]=[CH:31][N:32]([CH:33]5[CH2:38][CH2:37][N:36]([C:50]([NH:49][CH3:48])=[O:51])[CH2:35][CH2:34]5)[C:26]=4[N:25]=[CH:24]3)([OH:21])[CH2:19][CH2:20]2)=[O:14])=[CH:11][CH:10]=1. The catalyst class is: 4. (6) Reactant: [O:1]1[CH:5]=[CH:4][CH:3]=[C:2]1[CH2:6][CH2:7][C:8]1[CH:13]=[CH:12][C:11]([CH2:14][C:15](Cl)=[N:16][OH:17])=[CH:10][CH:9]=1.O1CCCC1.[C:24]([C:26]1[C:27]([NH2:33])=[N:28][C:29]([NH2:32])=[CH:30][CH:31]=1)#[CH:25].C(N(CC)CC)C. Product: [O:1]1[CH:5]=[CH:4][CH:3]=[C:2]1[CH2:6][CH2:7][C:8]1[CH:13]=[CH:12][C:11]([CH2:14][C:15]2[CH:25]=[C:24]([C:26]3[C:27]([NH2:33])=[N:28][C:29]([NH2:32])=[CH:30][CH:31]=3)[O:17][N:16]=2)=[CH:10][CH:9]=1. The catalyst class is: 84. (7) The catalyst class is: 8. Product: [CH:1]([C:4]1[CH:9]=[C:8]([N+:10]([O-:12])=[O:11])[CH:7]=[CH:6][C:5]=1[NH2:13])([CH3:3])[CH3:2]. Reactant: [CH:1]([C:4]1[CH:9]=[C:8]([N+:10]([O-:12])=[O:11])[CH:7]=[CH:6][C:5]=1[NH:13]C(=O)C)([CH3:3])[CH3:2].Cl. (8) Reactant: [C:1]1(=[O:7])[O:6][C:4](=[O:5])[CH:3]=[CH:2]1.[Cl-].[Al+3].[Cl-].[Cl-].[CH3:12][O:13][C:14]1[CH:19]=[CH:18][CH:17]=[CH:16][C:15]=1[O:20][CH3:21].Cl. Product: [CH3:12][O:13][C:14]1[CH:19]=[C:18]([C:4](=[O:5])/[CH:3]=[CH:2]/[C:1]([OH:6])=[O:7])[CH:17]=[CH:16][C:15]=1[O:20][CH3:21]. The catalyst class is: 159.